Task: Regression. Given a peptide amino acid sequence and an MHC pseudo amino acid sequence, predict their binding affinity value. This is MHC class I binding data.. Dataset: Peptide-MHC class I binding affinity with 185,985 pairs from IEDB/IMGT (1) The peptide sequence is YTGNYQCGHY. The MHC is HLA-A24:02 with pseudo-sequence HLA-A24:02. The binding affinity (normalized) is 0. (2) The peptide sequence is CCFHCQVC. The MHC is HLA-A33:01 with pseudo-sequence HLA-A33:01. The binding affinity (normalized) is 0. (3) The binding affinity (normalized) is 0. The MHC is HLA-A30:01 with pseudo-sequence HLA-A30:01. The peptide sequence is PGDLQTLAL. (4) The peptide sequence is LYSFALMLI. The MHC is HLA-B44:02 with pseudo-sequence HLA-B44:02. The binding affinity (normalized) is 0.213. (5) The peptide sequence is SILPISWAY. The MHC is HLA-A29:02 with pseudo-sequence HLA-A29:02. The binding affinity (normalized) is 1.00. (6) The peptide sequence is RLFRSPQVK. The MHC is HLA-A33:01 with pseudo-sequence HLA-A33:01. The binding affinity (normalized) is 0.110. (7) The peptide sequence is LERPLAVQL. The MHC is HLA-B08:01 with pseudo-sequence HLA-B08:01. The binding affinity (normalized) is 0.213.